This data is from Reaction yield outcomes from USPTO patents with 853,638 reactions. The task is: Predict the reaction yield, written as a fraction of the theoretical maximum amount of product (1.0 means a 100% yield; for example, 0.34 means a 34% yield). (1) The reactants are [CH3:1][C:2]1[CH:3]=[C:4]([C:19]2[S:23][C:22]([C:24]3(O)[CH2:29][CH2:28][S:27][CH2:26][CH2:25]3)=[N:21][CH:20]=2)[CH:5]=[C:6]([NH:8][C:9]2[N:14]=[C:13]([C:15]([F:18])([F:17])[F:16])[CH:12]=[CH:11][N:10]=2)[CH:7]=1.CCO.COCCN(S(F)(F)[F:44])CCOC. The product is [F:44][C:24]1([C:22]2[S:23][C:19]([C:4]3[CH:5]=[C:6]([NH:8][C:9]4[N:14]=[C:13]([C:15]([F:18])([F:16])[F:17])[CH:12]=[CH:11][N:10]=4)[CH:7]=[C:2]([CH3:1])[CH:3]=3)=[CH:20][N:21]=2)[CH2:25][CH2:26][S:27][CH2:28][CH2:29]1. The yield is 0.740. The catalyst is C(Cl)Cl.O. (2) The reactants are [C:1]1(P(C2C=CC=CC=2)C2C=CC=CC=2)[CH:6]=CC=C[CH:2]=1.CCOC(/N=N/C(OCC)=O)=O.[OH:32][C:33]1[CH:34]=[C:35]([C:39]2[C:47]3[C:42](=[CH:43][CH:44]=[C:45]([C:48]#[N:49])[CH:46]=3)[N:41](C3CCCCO3)[N:40]=2)[CH:36]=[CH:37][CH:38]=1.OC1C=C(C2C3[C:66](=CC=C(C#N)C=3)[N:65]([CH:74]3CCCCO3)N=2)C=CC=1.Cl. The catalyst is O1CCCC1. The product is [CH3:66][N:65]([CH3:74])[CH2:2][CH2:1][CH2:6][O:32][C:33]1[CH:34]=[C:35]([C:39]2[C:47]3[C:42](=[CH:43][CH:44]=[C:45]([C:48]#[N:49])[CH:46]=3)[NH:41][N:40]=2)[CH:36]=[CH:37][CH:38]=1. The yield is 0.560. (3) The reactants are [F:1][C:2]1[CH:7]=[C:6]([F:8])[CH:5]=[CH:4][C:3]=1[N:9]1[C:13]([C:14]2[S:23][C:22]3[C:21]4[N:24]=[C:25]([N:28]5[CH2:33][C@H:32]([CH3:34])[NH:31][C@H:30]([CH3:35])[CH2:29]5)[CH:26]=[CH:27][C:20]=4[O:19][CH2:18][CH2:17][C:16]=3[CH:15]=2)=[N:12][CH:11]=[N:10]1.C(=O)([O-])[O-].[K+].[K+].[C:42](OC(=O)C)(=[O:44])[CH3:43].O. The catalyst is CN(C=O)C. The product is [F:1][C:2]1[CH:7]=[C:6]([F:8])[CH:5]=[CH:4][C:3]=1[N:9]1[C:13]([C:14]2[S:23][C:22]3[C:21]4[N:24]=[C:25]([N:28]5[CH2:33][C@H:32]([CH3:34])[N:31]([C:42](=[O:44])[CH3:43])[C@H:30]([CH3:35])[CH2:29]5)[CH:26]=[CH:27][C:20]=4[O:19][CH2:18][CH2:17][C:16]=3[CH:15]=2)=[N:12][CH:11]=[N:10]1. The yield is 0.620. (4) The reactants are C([O:3][C:4]([C:6]1[CH:11]=[CH:10][C:9]([C:12]2[CH:17]=[CH:16][C:15]([O:18][CH3:19])=[CH:14][CH:13]=2)=[CH:8][CH:7]=1)=[O:5])C.[OH-].[Na+]. The catalyst is O1CCCC1. The product is [CH3:19][O:18][C:15]1[CH:14]=[CH:13][C:12]([C:9]2[CH:10]=[CH:11][C:6]([C:4]([OH:5])=[O:3])=[CH:7][CH:8]=2)=[CH:17][CH:16]=1. The yield is 0.980.